This data is from Full USPTO retrosynthesis dataset with 1.9M reactions from patents (1976-2016). The task is: Predict the reactants needed to synthesize the given product. (1) Given the product [Cl:11][C:9]1[CH:10]=[C:5]([C:3]2[N:33]=[C:31]([CH:28]3[CH2:30][CH2:29]3)[O:32][C:2]=2[C:20]2[CH:25]=[CH:24][N:23]=[C:22]([S:26][CH3:27])[N:21]=2)[C:6]([F:19])=[C:7]([NH:12][C:13](=[O:18])[C:14]([CH3:17])([CH3:16])[CH3:15])[CH:8]=1, predict the reactants needed to synthesize it. The reactants are: Br[CH:2]([C:20]1[CH:25]=[CH:24][N:23]=[C:22]([S:26][CH3:27])[N:21]=1)[C:3]([C:5]1[C:6]([F:19])=[C:7]([NH:12][C:13](=[O:18])[C:14]([CH3:17])([CH3:16])[CH3:15])[CH:8]=[C:9]([Cl:11])[CH:10]=1)=O.[CH:28]1([C:31]([NH2:33])=[O:32])[CH2:30][CH2:29]1. (2) Given the product [Br:4][C:5]1[CH:10]=[CH:9][C:8]([N+:11]([O-:13])=[O:12])=[C:7]([S:2][CH3:1])[CH:6]=1, predict the reactants needed to synthesize it. The reactants are: [CH3:1][S-:2].[Na+].[Br:4][C:5]1[CH:10]=[CH:9][C:8]([N+:11]([O-:13])=[O:12])=[C:7](F)[CH:6]=1. (3) Given the product [CH3:33][N:34]([CH3:38])[C:35]([NH:11][C:10]1[CH:9]=[CH:8][C:7]([C:5]2[N:6]=[C:2]([CH3:1])[O:3][C:4]=2[C:14]2[CH:19]=[CH:18][N:17]=[C:16]3[N:20]([S:23]([C:26]4[CH:31]=[CH:30][C:29]([CH3:32])=[CH:28][CH:27]=4)(=[O:25])=[O:24])[CH:21]=[CH:22][C:15]=23)=[CH:13][CH:12]=1)=[O:36], predict the reactants needed to synthesize it. The reactants are: [CH3:1][C:2]1[O:3][C:4]([C:14]2[CH:19]=[CH:18][N:17]=[C:16]3[N:20]([S:23]([C:26]4[CH:31]=[CH:30][C:29]([CH3:32])=[CH:28][CH:27]=4)(=[O:25])=[O:24])[CH:21]=[CH:22][C:15]=23)=[C:5]([C:7]2[CH:13]=[CH:12][C:10]([NH2:11])=[CH:9][CH:8]=2)[N:6]=1.[CH3:33][N:34]([CH3:38])[C:35](Cl)=[O:36]. (4) Given the product [Br:1][C:2]1[CH:3]=[CH:4][C:5]2[S:9][C:8]3[CH:10]=[C:11]([S:14]([NH:20][C@@H:21]([CH:29]([CH3:31])[CH3:30])[C:22]([O:24][C:25]([CH3:27])([CH3:26])[CH3:28])=[O:23])(=[O:16])=[O:15])[CH:12]=[CH:13][C:7]=3[C:6]=2[CH:18]=1, predict the reactants needed to synthesize it. The reactants are: [Br:1][C:2]1[CH:3]=[CH:4][C:5]2[S:9][C:8]3[CH:10]=[C:11]([S:14](Cl)(=[O:16])=[O:15])[CH:12]=[CH:13][C:7]=3[C:6]=2[CH:18]=1.Cl.[NH2:20][C@@H:21]([CH:29]([CH3:31])[CH3:30])[C:22]([O:24][C:25]([CH3:28])([CH3:27])[CH3:26])=[O:23].C(N(CC)C(C)C)(C)C. (5) Given the product [CH:37]1([CH2:36][N:35]([CH2:32][CH2:33][CH3:34])[C:11](=[O:12])[CH2:10][N:9]2[C:8]3[CH:14]=[C:15]([O:18][CH3:19])[CH:16]=[CH:17][C:7]=3[N:6]=[C:5]2[C:3](=[O:4])[C:2]([CH3:20])([CH3:21])[CH3:1])[CH2:39][CH2:38]1, predict the reactants needed to synthesize it. The reactants are: [CH3:1][C:2]([CH3:21])([CH3:20])[C:3]([C:5]1[N:9]([CH2:10][C:11](O)=[O:12])[C:8]2[CH:14]=[C:15]([O:18][CH3:19])[CH:16]=[CH:17][C:7]=2[N:6]=1)=[O:4].C1C=CC2N(O)N=NC=2C=1.[CH2:32]([NH:35][CH2:36][CH:37]1[CH2:39][CH2:38]1)[CH2:33][CH3:34].CCN(C(C)C)C(C)C. (6) Given the product [C:1]1([CH2:7][CH2:8][CH2:9][CH2:10][O:11][CH2:12][CH2:13][CH2:14][CH2:15][CH2:16][CH2:17][NH2:18])[CH:6]=[CH:5][CH:4]=[CH:3][CH:2]=1, predict the reactants needed to synthesize it. The reactants are: [C:1]1([CH2:7][CH2:8][CH2:9][CH2:10][O:11][CH2:12][CH2:13][CH2:14][CH2:15][CH2:16][C:17]#[N:18])[CH:6]=[CH:5][CH:4]=[CH:3][CH:2]=1.[H-].[Al+3].[Li+].[H-].[H-].[H-].[OH-].[K+]. (7) Given the product [CH3:1][O:2][CH:3]([CH2:17][CH2:18][CH3:19])[CH2:4][CH2:5][C:6]1[CH:15]=[CH:14][CH:13]=[C:12]2[C:7]=1[CH2:8][CH2:9][C:10]1[S:24][C:23]([NH2:25])=[N:22][C:11]=12, predict the reactants needed to synthesize it. The reactants are: [CH3:1][O:2][CH:3]([CH2:17][CH2:18][CH3:19])[CH2:4][CH2:5][C:6]1[CH:15]=[CH:14][CH:13]=[C:12]2[C:7]=1[CH2:8][CH2:9][CH2:10][C:11]2=O.BrBr.[NH2:22][C:23]([NH2:25])=[S:24].C(=O)([O-])O.[Na+]. (8) Given the product [S:16]1[CH:20]=[CH:19][CH:18]=[C:17]1[C:21]1[CH2:26][CH2:25][N:24]([CH2:2][C:3]([C:5]2[CH:6]=[C:7]3[C:12](=[CH:13][CH:14]=2)[NH:11][C:10](=[O:15])[CH2:9][CH2:8]3)=[O:4])[CH2:23][CH:22]=1, predict the reactants needed to synthesize it. The reactants are: Cl[CH2:2][C:3]([C:5]1[CH:6]=[C:7]2[C:12](=[CH:13][CH:14]=1)[NH:11][C:10](=[O:15])[CH2:9][CH2:8]2)=[O:4].[S:16]1[CH:20]=[CH:19][CH:18]=[C:17]1[C:21]1[CH2:26][CH2:25][NH:24][CH2:23][CH:22]=1.C(N(CC)CC)C.O.